This data is from Reaction yield outcomes from USPTO patents with 853,638 reactions. The task is: Predict the reaction yield, written as a fraction of the theoretical maximum amount of product (1.0 means a 100% yield; for example, 0.34 means a 34% yield). (1) The product is [F:11][C:8]1[CH:9]=[CH:10][C:5]([PH:12](=[O:19])[C:5]2[CH:10]=[CH:9][C:8]([F:11])=[CH:7][CH:6]=2)=[CH:6][CH:7]=1. The yield is 0.352. The catalyst is C1COCC1.C1(C)C=CC=CC=1.O. The reactants are [Mg].II.Br[C:5]1[CH:10]=[CH:9][C:8]([F:11])=[CH:7][CH:6]=1.[P:12]([O-:19])(OCC)OCC.Cl. (2) The reactants are [CH2:1]([NH:4][C:5]1[C:14]2[C:9](=[CH:10][CH:11]=[C:12]([N+:15]([O-:17])=[O:16])[CH:13]=2)[N:8]=[C:7](Cl)[N:6]=1)[CH:2]=[CH2:3].[CH2:19]([NH2:22])[CH2:20][NH2:21]. The catalyst is O. The product is [CH2:1]([NH:4][C:5]1[C:14]2[C:9](=[CH:10][CH:11]=[C:12]([N+:15]([O-:17])=[O:16])[CH:13]=2)[N:8]=[C:7]([NH:21][CH2:20][CH2:19][NH2:22])[N:6]=1)[CH:2]=[CH2:3]. The yield is 0.799. (3) The reactants are [OH:1][C:2]1[CH:7]=[CH:6][C:5]([C:8]2[N:9]=[C:10]3[CH:24]=[CH:23][C:22]([NH2:25])=[N:21][C:11]3=[N:12][C:13]=2[C:14]2[CH:19]=[CH:18][C:17]([OH:20])=[CH:16][CH:15]=2)=[CH:4][CH:3]=1.[C:26](Cl)(=[O:28])[CH3:27].[CH2:30]([O:32]CC)[CH3:31]. The catalyst is FC(F)(F)C(O)=O.CO. The product is [C:26]([O:1][C:2]1[CH:3]=[CH:4][C:5]([C:8]2[N:9]=[C:10]3[CH:24]=[CH:23][C:22]([NH2:25])=[N:21][C:11]3=[N:12][C:13]=2[C:14]2[CH:15]=[CH:16][C:17]([O:20][C:30](=[O:32])[CH3:31])=[CH:18][CH:19]=2)=[CH:6][CH:7]=1)(=[O:28])[CH3:27]. The yield is 0.790.